Dataset: Full USPTO retrosynthesis dataset with 1.9M reactions from patents (1976-2016). Task: Predict the reactants needed to synthesize the given product. Given the product [NH2:18][C:9]1[CH:10]=[C:11]([C:14]([F:16])([F:17])[F:15])[CH:12]=[CH:13][C:8]=1[NH:7][CH:4]1[CH2:5][CH2:6][O:1][CH2:2][CH2:3]1, predict the reactants needed to synthesize it. The reactants are: [O:1]1[CH2:6][CH2:5][CH:4]([NH:7][C:8]2[CH:13]=[CH:12][C:11]([C:14]([F:17])([F:16])[F:15])=[CH:10][C:9]=2[N+:18]([O-])=O)[CH2:3][CH2:2]1.[H][H].